This data is from Forward reaction prediction with 1.9M reactions from USPTO patents (1976-2016). The task is: Predict the product of the given reaction. Given the reactants [N:1]1[CH:6]=[CH:5][CH:4]=[CH:3][CH:2]=1.FC(F)(F)S(O[C:13]1[C:21]([Si](C)(C)C)=[CH:20][C:16]2[O:17][CH2:18][O:19][C:15]=2[CH:14]=1)(=O)=O.[F-].[K+].[O:30]1CCOCCOCCOCCOCCOCC1, predict the reaction product. The product is: [O:17]1[C:16]2[CH:20]=[CH:21][C:13]([N:1]3[CH:6]=[CH:5][CH:4]=[CH:3][C:2]3=[O:30])=[CH:14][C:15]=2[O:19][CH2:18]1.